Task: Predict the product of the given reaction.. Dataset: Forward reaction prediction with 1.9M reactions from USPTO patents (1976-2016) (1) The product is: [C:1]([O:5][C:6]([N:8]1[CH2:9][CH2:10][N:11]([C:14]2[C:19]([OH:20])=[CH:18][N:17]=[CH:16][N:15]=2)[CH2:12][CH2:13]1)=[O:7])([CH3:4])([CH3:2])[CH3:3]. Given the reactants [C:1]([O:5][C:6]([N:8]1[CH2:13][CH2:12][N:11]([C:14]2[C:19]([O:20]CC3C=CC=CC=3)=[CH:18][N:17]=[CH:16][N:15]=2)[CH2:10][CH2:9]1)=[O:7])([CH3:4])([CH3:3])[CH3:2], predict the reaction product. (2) The product is: [NH2:1][C:2]1[N:7]=[CH:6][N:5]=[C:4]([NH:8][C@H:9]([C:11]2[N:16]([C:17]3[CH:22]=[CH:21][CH:20]=[CH:19][CH:18]=3)[C:15](=[O:23])[C:14]3=[C:24]([CH3:27])[CH:25]=[CH:26][N:13]3[N:12]=2)[CH3:10])[C:3]=1[C:36]1[CH:37]=[C:31]([O:30][CH3:29])[CH:32]=[C:33]([NH2:34])[CH:35]=1. Given the reactants [NH2:1][C:2]1[N:7]=[CH:6][N:5]=[C:4]([NH:8][C@H:9]([C:11]2[N:16]([C:17]3[CH:22]=[CH:21][CH:20]=[CH:19][CH:18]=3)[C:15](=[O:23])[C:14]3=[C:24]([CH3:27])[CH:25]=[CH:26][N:13]3[N:12]=2)[CH3:10])[C:3]=1Br.[CH3:29][O:30][C:31]1[CH:32]=[C:33]([CH:35]=[C:36](B2OC(C)(C)C(C)(C)O2)[CH:37]=1)[NH2:34].C(=O)([O-])[O-].[Cs+].[Cs+], predict the reaction product.